From a dataset of Peptide-MHC class I binding affinity with 185,985 pairs from IEDB/IMGT. Regression. Given a peptide amino acid sequence and an MHC pseudo amino acid sequence, predict their binding affinity value. This is MHC class I binding data. (1) The MHC is HLA-A01:01 with pseudo-sequence HLA-A01:01. The binding affinity (normalized) is 0.878. The peptide sequence is LSDLKKTIY. (2) The peptide sequence is FQPQNGIFI. The MHC is H-2-Db with pseudo-sequence H-2-Db. The binding affinity (normalized) is 0.213. (3) The peptide sequence is RPPIFIRRL. The MHC is H-2-Ld with pseudo-sequence H-2-Ld. The binding affinity (normalized) is 0. (4) The peptide sequence is AQFSPQYL. The MHC is Mamu-A07 with pseudo-sequence Mamu-A07. The binding affinity (normalized) is 0. (5) The peptide sequence is KQLPPLAAW. The MHC is HLA-B46:01 with pseudo-sequence HLA-B46:01. The binding affinity (normalized) is 0.0847. (6) The peptide sequence is NSSKVSQNY. The MHC is HLA-A01:01 with pseudo-sequence HLA-A01:01. The binding affinity (normalized) is 0.423. (7) The peptide sequence is EIKDTEEAL. The MHC is HLA-B08:02 with pseudo-sequence HLA-B08:02. The binding affinity (normalized) is 0.0847. (8) The binding affinity (normalized) is 0.346. The MHC is HLA-B14:02 with pseudo-sequence HLA-B14:02. The peptide sequence is MVFGRFSFA. (9) The peptide sequence is WRQEIGHPK. The MHC is HLA-B48:01 with pseudo-sequence HLA-B48:01. The binding affinity (normalized) is 0.0847.